From a dataset of Catalyst prediction with 721,799 reactions and 888 catalyst types from USPTO. Predict which catalyst facilitates the given reaction. (1) Reactant: [Cl:1][C:2]1[C:11]([N+:12]([O-])=O)=[CH:10][C:5]([C:6]([O:8][CH3:9])=[O:7])=[CH:4][C:3]=1[O:15][CH3:16].Cl. Product: [NH2:12][C:11]1[CH:10]=[C:5]([CH:4]=[C:3]([O:15][CH3:16])[C:2]=1[Cl:1])[C:6]([O:8][CH3:9])=[O:7]. The catalyst class is: 314. (2) Reactant: [CH3:1][C:2]([CH3:18])([CH3:17])[CH2:3][N:4]1[C:8]2[CH:9]=[CH:10][C:11]([OH:14])=[C:12]([F:13])[C:7]=2[N:6]([CH3:15])[C:5]1=[O:16].O.[H-].[Na+].C1C=CC(N([S:29]([C:32]([F:35])([F:34])[F:33])(=[O:31])=[O:30])[S:29]([C:32]([F:35])([F:34])[F:33])(=[O:31])=[O:30])=CC=1. Product: [F:33][C:32]([F:35])([F:34])[S:29]([O:14][C:11]1[CH:10]=[CH:9][C:8]2[N:4]([CH2:3][C:2]([CH3:18])([CH3:17])[CH3:1])[C:5](=[O:16])[N:6]([CH3:15])[C:7]=2[C:12]=1[F:13])(=[O:31])=[O:30]. The catalyst class is: 1. (3) Reactant: C(O[C:6]([N:8]1[CH:12]([CH2:13][O:14][C:15]2[CH:24]=[CH:23][C:18]([C:19]([O:21][CH3:22])=[O:20])=[CH:17][CH:16]=2)[CH2:11][S:10][CH2:9]1)=[O:7])(C)(C)C.C(O)(C(F)(F)F)=[O:26].C1[CH:33]=[CH:34][C:35]2N(O)N=N[C:36]=2[CH:37]=1.C(N([CH2:47][CH3:48])CC)C.[CH3:49][CH2:50][N:51]=[C:52]=[N:53][CH2:54][CH2:55][CH2:56]N(C)C.Cl.C1[CH2:65][O:64][CH2:63][CH2:62]1. Product: [CH3:65][O:64][C:63]1[CH:62]=[C:47]([CH2:48][C:6]([N:8]2[CH:12]([CH2:13][O:14][C:15]3[CH:16]=[CH:17][C:18]([C:19]([O:21][CH3:22])=[O:20])=[CH:23][CH:24]=3)[CH2:11][S:10][CH2:9]2)=[O:7])[CH:56]=[CH:55][C:54]=1[NH:53][C:52]([NH:51][C:50]1[CH:49]=[CH:37][CH:36]=[CH:35][C:34]=1[CH3:33])=[O:26]. The catalyst class is: 759. (4) Reactant: [F:1][C:2]([F:14])([F:13])[CH2:3][O:4][C:5]1[N:10]=[C:9]([CH2:11]O)[CH:8]=[CH:7][CH:6]=1.S(Cl)([Cl:17])=O. Product: [Cl:17][CH2:11][C:9]1[CH:8]=[CH:7][CH:6]=[C:5]([O:4][CH2:3][C:2]([F:14])([F:13])[F:1])[N:10]=1. The catalyst class is: 2. (5) Reactant: [H-].[Na+].[OH:3][C:4]1[C:11]([OH:12])=[CH:10][CH:9]=[CH:8][C:5]=1[CH:6]=[O:7].[CH3:13]I. Product: [OH:12][C:11]1[C:4]([O:3][CH3:13])=[C:5]([CH:8]=[CH:9][CH:10]=1)[CH:6]=[O:7]. The catalyst class is: 16.